This data is from Experimentally validated miRNA-target interactions with 360,000+ pairs, plus equal number of negative samples. The task is: Binary Classification. Given a miRNA mature sequence and a target amino acid sequence, predict their likelihood of interaction. (1) The miRNA is ath-miR398c-3p with sequence UGUGUUCUCAGGUCACCCCUG. The protein sequence of the target gene is MKVDRTKLKKTPTEAPADCRALIDKLKVCNDEQLLLELQQIKTWNIGKCELYHWVDLLDRFDGILADAGQTVENMSWMLVCDRPEKEQLKMLLLAVLNFTALLIEYSFSRHLYSSIEHLTTLLASSDMQVVLAVLNLLYVFSKRSNYITRLGSDKRTPLLTRLQHLAESWGGKENGFGLAECCRDLQMLKYPPSATTLHFEFYADPGAEVKIEKRTTSNTLHYIHIEQLDKISESPSEIMESLTKMYSIPKDKQMLLFTHIRLAHGFSNHRKRLQAVQARLHAISILVYSNALQESANSI.... Result: 0 (no interaction). (2) The miRNA is hsa-miR-6779-3p with sequence AAGCCCUGUCUCCUCCCAUCU. The protein sequence of the target gene is MERLQKQPLTSPGSVSPSRDSSVPGSPSSIVAKMDNQVLGYKDLAAIPKDKAILDIERPDLMIYEPHFTYSLLEHVELPRSRERSLSPKSTSPPPSPEVWADSRSPGIISQASAPRTTGTPRTSLPHFHHPETSRPDSNIYKKPPIYKQRESVGGSPQTKHLIEDLIIESSKFPAAQPPDPNQPAKIETDYWPCPPSLAVVETEWRKRKASRRGAEEEEEEEDDDSGEEMKALRERQREELSKVTSNLGKMILKEEMEKSLPIRRKTRSLPDRTPFHTSLHQGTSKSSSLPAYGRTTLSR.... Result: 0 (no interaction). (3) The miRNA is mmu-miR-3105-3p with sequence ACUGCUUAUGAGCUUGCACUCC. The protein sequence of the target gene is MADYWKSQPKKFCDYCKCWIADNRPSVEFHERGKNHKENVAKRISEIKQKSLDKAKEEEKASKEFAAMEAAALKAYQEDLKRLGLESEILEPSITPVTSTIPPTSTSNQQKEKKEKKKRKKDPSKGRWVEGITSEGYHYYYDLISGASQWEKPEGFQGDLKKTAVKTVWVEGLSEDGFTYYYNTETGESRWEKPDDFIPHTSDLPSSKVNENSLGTLDESKSSDSHSDSDGEQEAEEGGVSTETEKPKIKFKEKNKNSDGGSDPETQKEKSIQKQNSLGSNEEKSKTLKKSNPYGEWQEI.... Result: 0 (no interaction). (4) Result: 1 (interaction). The miRNA is hsa-miR-4727-5p with sequence AUCUGCCAGCUUCCACAGUGG. The protein sequence of the target gene is METKRVEIPGSVLDDLCSRFILHIPSEERDNAIRVCFQIELAHWFYLDFYMQNTPGLPQCGIRDFAKAVFSHCPFLLPQGEDVEKVLDEWKEYKMGVPTYGAIILDETLENVLLVQGYLAKSGWGFPKGKVNKEEAPHDCAAREVFEETGFDIKDYICKDDYIELRINDQLARLYIIPGIPKDTKFNPKTRREIRNIEWFSIEKLPCHRNDMTPKSKLGLAPNKFFMAIPFIRPLRDWLSRRFGDSSDSDNGFSSTGSTPAKPTVEKLSRTKFRHSQQLFPDGSPGDQWVKHRQPLQQKP.... (5) The miRNA is hsa-miR-6884-5p with sequence AGAGGCUGAGAAGGUGAUGUUG. The protein sequence of the target gene is MDQSRVLLWVKAEPFIVGALQVPPPSKFSLHYLRKISTYVQIRATEGAYPRLYWSTWRHIACGKLQLAKDLAWLYFEIFDSLSMKTPEERLEWSEVLSNCMSEEEVEKQRNQLSVDTLQFLLFLYIQQLNKVSLRTSLIGEEWPSPRNKSQSPDLTEKSNCHNKNWNDYSHQAFVYDHLSDLLELLLDPKQLTASFHSTHSSLVSREAVVALSFLIEGTISRARKIYPLHELALWQPLHADSGFSKISKTFSFYKLETWLRSCLTGNPFGTSACLKSGKKLAWAHQVEGTTKRAKIACNT.... Result: 1 (interaction). (6) The miRNA is hsa-miR-548aq-3p with sequence CAAAAACUGCAAUUACUUUUGC. The protein sequence of the target gene is MPQRGHPSQEGLWALPSLPMAHGPKPETEGLLDLSFLTEEEQEAIAGVLQRDARLRQLEEGRVSKLRASVADPGQLKILTGDWFQEARSQRHHNAHFGSDLVRASMRRKKSTRGDQAPGHDREAEAAVKEKEEGPEPRLTIDEAPQERLRETEGPDFPSPSVPLKASDPEEASQAQEDPGQGDQQVCAEEADPELEPASGGEQEPRPQQAQTKAASQILENGEEAPGPDPSLDRMLSSSSSVSSLNSSTLSGSQMSLSGDAEAVQVRGSVHFALHYEPGAAELRVHVIQCQGLAAARRRR.... Result: 0 (no interaction). (7) The miRNA is hsa-miR-510-5p with sequence UACUCAGGAGAGUGGCAAUCAC. The protein sequence of the target gene is MCFLRRPGAPASWIWWRMLRQVLRRGLQSFCHRLGLCVSRHPVFFLTVPAVLTITFGLSALNRFQTEGDLERLVAPSHSLAKIERSLASSLFPLDQSKSQLYSDLHTPGRYGRVILLSSPGDNILLQAEGILQTHRAVMEMKVNHKGYNYTFSHLCVLRNQDKKCVLDDIISVLEDLRQAAVSNKTTARVQVRYPNTKLKDGRNSFIGHQLGGVVEVPNSKDQRVKSARAIQITYYLQTYGSATQDLIGEKWENEFCKLMRKLQEEHQDLQLYSLASFSLWRDFHKTSILTRSKVLVSLV.... Result: 0 (no interaction). (8) The miRNA is hsa-miR-6845-5p with sequence CGGGGCCAGAGCAGAGAGC. The protein sequence of the target gene is MTSPSSDEDIIDIRVIKEEPESEPDSEAEPATTTNSTDSEDSVEQENKKLLETEKNRKREQKHKMLPNGTTSGTSDTGNQVPATSSAASSVDYTAMNAQDYLPTYSNTTLNYQPYQYQTAANGLLNYNNYSQYATANQLGSNYISPANFMQGGGISPLGFTTGTTGATTAAASVATSSASAVIGRSNGRSSSTVAASPADRSYSGVSGGQGQELTIQEFETVTEKIRRHGTYGQSKPPYSYISLITMAIQKSNSRQLTLSEIYNWIMDLFPYYQNNQQRWQNSIRHSLSFNDCFVKVARS.... Result: 0 (no interaction).